This data is from Reaction yield outcomes from USPTO patents with 853,638 reactions. The task is: Predict the reaction yield, written as a fraction of the theoretical maximum amount of product (1.0 means a 100% yield; for example, 0.34 means a 34% yield). (1) The reactants are [N:1]#[C:2]Br.N[C:5]1[CH:6]=[C:7]([CH:12]=[CH:13][C:14]=1N)[C:8]([O:10]C)=[O:9].[NH3:16].Cl.[C:18]([O:21]CC)(=O)[CH3:19]. The catalyst is O. The product is [C:18]([C:19]1[NH:1][C:2]2[C:14]([CH:5]=1)=[CH:13][CH:12]=[C:7]([C:8]([OH:10])=[O:9])[CH:6]=2)(=[O:21])[NH2:16]. The yield is 0.970. (2) The reactants are [C:1]([C:3]1[N:4]=[C:5]2[C:11]3[CH:12]=[C:13]([C:16]([O:18][CH3:19])=[O:17])[CH:14]=[CH:15][C:10]=3[O:9][CH2:8][CH2:7][N:6]2[CH:20]=1)#[N:2].C(=O)([O-])[O-:22].[K+].[K+].OO. The catalyst is CS(C)=O.O. The product is [C:1]([C:3]1[N:4]=[C:5]2[C:11]3[CH:12]=[C:13]([C:16]([O:18][CH3:19])=[O:17])[CH:14]=[CH:15][C:10]=3[O:9][CH2:8][CH2:7][N:6]2[CH:20]=1)(=[O:22])[NH2:2]. The yield is 0.770. (3) The reactants are C([O:4][CH2:5][CH2:6][C:7]1[C:12]([F:13])=[C:11]([NH:14][C:15](=[O:25])[C:16]([F:24])([F:23])[C:17]2[CH:22]=[CH:21][CH:20]=[CH:19][CH:18]=2)[CH:10]=[CH:9][C:8]=1[NH2:26])(=O)C.C([O-])([O-])=O.[K+].[K+].Cl. The catalyst is CO.O. The product is [NH2:26][C:8]1[CH:9]=[CH:10][C:11]([NH:14][C:15](=[O:25])[C:16]([F:23])([F:24])[C:17]2[CH:22]=[CH:21][CH:20]=[CH:19][CH:18]=2)=[C:12]([F:13])[C:7]=1[CH2:6][CH2:5][OH:4]. The yield is 0.920. (4) The reactants are [Br:1][CH2:2][C:3]1[C:4]([C:18]2[CH:23]=[CH:22][C:21]([F:24])=[CH:20][CH:19]=2)=[N:5][C:6]([N:12]([CH3:17])[S:13]([CH3:16])(=[O:15])=[O:14])=[N:7][C:8]=1[CH:9]([CH3:11])[CH3:10].[CH2:25]([P:29]([CH2:34][CH2:35][CH2:36][CH3:37])[CH2:30][CH2:31][CH2:32][CH3:33])[CH2:26][CH2:27][CH3:28]. The catalyst is C1(C)C=CC=CC=1. The product is [Br-:1].[CH2:34]([P+:29]([CH2:25][CH2:26][CH2:27][CH3:28])([CH2:30][CH2:31][CH2:32][CH3:33])[CH2:2][C:3]1[C:4]([C:18]2[CH:23]=[CH:22][C:21]([F:24])=[CH:20][CH:19]=2)=[N:5][C:6]([N:12]([CH3:17])[S:13]([CH3:16])(=[O:15])=[O:14])=[N:7][C:8]=1[CH:9]([CH3:11])[CH3:10])[CH2:35][CH2:36][CH3:37]. The yield is 0.976. (5) The reactants are [NH2:1][C@@H:2]([CH2:15][C@H:16]1[CH2:21][CH2:20][CH2:19][O:18][CH2:17]1)[CH2:3][N:4]([CH3:14])[C:5](=[O:13])[O:6][CH2:7][CH2:8][Si:9]([CH3:12])([CH3:11])[CH3:10].CCN(C(C)C)C(C)C.C1N=CN([C:36]([N:38]2[CH:42]=N[CH:40]=[CH:39]2)=[O:37])C=1.[Cl:43][C:44]1[CH:45]=[C:46]([C@@H:50]([C@@H:59]2CCCN[CH2:60]2)[O:51][CH2:52][CH2:53][NH:54][C:55](=[O:58])[O:56][CH3:57])[CH:47]=[CH:48][CH:49]=1.C(O)(C(F)(F)F)=O. The catalyst is C(Cl)Cl. The product is [Cl:43][C:44]1[CH:45]=[C:46]([C@@H:50]([C@@H:59]2[CH2:60][CH2:40][CH2:39][N:38]([C:36](=[O:37])[NH:1][C@@H:2]([CH2:15][C@H:16]3[CH2:21][CH2:20][CH2:19][O:18][CH2:17]3)[CH2:3][N:4]([C:5]([O:6][CH2:7][CH2:8][Si:9]([CH3:12])([CH3:11])[CH3:10])=[O:13])[CH3:14])[CH2:42]2)[O:51][CH2:52][CH2:53][NH:54][C:55](=[O:58])[O:56][CH3:57])[CH:47]=[CH:48][CH:49]=1. The yield is 0.750. (6) The reactants are [O:1]=[C:2]1[C:10]2[C:5](=[CH:6][CH:7]=[CH:8][CH:9]=2)[C:4](=[O:11])[N:3]1[CH2:12][CH2:13][CH2:14][C@H:15]([N:18](C)[C:19](=O)OCC1C=CC=CC=1)[CH2:16][OH:17].[H][H]. The catalyst is CO.[Pd]. The product is [OH:17][CH2:16][C@@H:15]([NH:18][CH3:19])[CH2:14][CH2:13][CH2:12][N:3]1[C:4](=[O:11])[C:5]2[C:10](=[CH:9][CH:8]=[CH:7][CH:6]=2)[C:2]1=[O:1]. The yield is 0.970. (7) The reactants are [CH2:1]([C:8]1[C:9](F)=[N:10][CH:11]=[C:12]([CH3:14])[CH:13]=1)[C:2]1[CH:7]=[CH:6][CH:5]=[CH:4][CH:3]=1.Cl.[O:17]1CCOCC1. The catalyst is O. The product is [CH2:1]([C:8]1[C:9](=[O:17])[NH:10][CH:11]=[C:12]([CH3:14])[CH:13]=1)[C:2]1[CH:7]=[CH:6][CH:5]=[CH:4][CH:3]=1. The yield is 0.420.